From a dataset of Full USPTO retrosynthesis dataset with 1.9M reactions from patents (1976-2016). Predict the reactants needed to synthesize the given product. (1) Given the product [CH3:16][O:17][C:18]1[CH:19]=[C:20]([CH:24]=[CH:25][C:26]=1[O:27][CH3:28])[C:21]([NH:15][C:11]1[S:12][C:13]([CH3:14])=[C:9]([C:6]2[CH:5]=[CH:4][C:3]([O:2][CH3:1])=[CH:8][CH:7]=2)[N:10]=1)=[O:22], predict the reactants needed to synthesize it. The reactants are: [CH3:1][O:2][C:3]1[CH:8]=[CH:7][C:6]([C:9]2[N:10]=[C:11]([NH2:15])[S:12][C:13]=2[CH3:14])=[CH:5][CH:4]=1.[CH3:16][O:17][C:18]1[CH:19]=[C:20]([CH:24]=[CH:25][C:26]=1[O:27][CH3:28])[C:21](Cl)=[O:22]. (2) Given the product [CH2:1]([C:9]1[CH:10]=[CH:11][C:12]([CH:15]2[O:19][CH2:18][C:17](=[O:20])[CH2:16]2)=[CH:13][CH:14]=1)[CH2:2][CH2:3][CH2:4][CH2:5][CH2:6][CH2:7][CH3:8], predict the reactants needed to synthesize it. The reactants are: [CH2:1]([C:9]1[CH:14]=[CH:13][C:12]([CH:15]2[O:19][CH2:18][CH:17]([OH:20])[CH2:16]2)=[CH:11][CH:10]=1)[CH2:2][CH2:3][CH2:4][CH2:5][CH2:6][CH2:7][CH3:8].C1C=C[NH+]=CC=1.[O-][Cr](Cl)(=O)=O. (3) Given the product [CH3:19][C:18]([C:13]1[CH:14]=[C:9]2[CH2:8][CH2:7][C:6]3[CH:17]=[C:2]([Cl:1])[CH:3]=[CH:4][C:5]=3[C:15](=[O:16])[C:10]2=[N:11][CH:12]=1)([CH3:21])[CH3:20], predict the reactants needed to synthesize it. The reactants are: [Cl:1][C:2]1[CH:3]=[CH:4][C:5]2[C:15](=[O:16])[C:10]3=[N:11][CH:12]=[CH:13][CH:14]=[C:9]3[CH2:8][CH2:7][C:6]=2[CH:17]=1.[C:18]([Mg]Cl)([CH3:21])([CH3:20])[CH3:19].[Cl-].[NH4+]. (4) Given the product [Cl:22][C:18]1[CH:17]=[C:16]([C:15]2[S:14][C:13]([CH3:23])=[N:12][C:11]=2[C:9]([N:8]2[CH2:7][C@H:6]3[C@H:4]([CH2:5]3)[C@H:3]2[CH2:2][NH:1][C:30]([C:29]2[N:25]([CH3:24])[N:26]=[C:27]([CH3:33])[CH:28]=2)=[O:31])=[O:10])[CH:21]=[CH:20][CH:19]=1, predict the reactants needed to synthesize it. The reactants are: [NH2:1][CH2:2][C@H:3]1[N:8]([C:9]([C:11]2[N:12]=[C:13]([CH3:23])[S:14][C:15]=2[C:16]2[CH:21]=[CH:20][CH:19]=[C:18]([Cl:22])[CH:17]=2)=[O:10])[CH2:7][C@H:6]2[C@@H:4]1[CH2:5]2.[CH3:24][N:25]1[C:29]([C:30](O)=[O:31])=[CH:28][C:27]([CH3:33])=[N:26]1.